Dataset: Catalyst prediction with 721,799 reactions and 888 catalyst types from USPTO. Task: Predict which catalyst facilitates the given reaction. (1) Reactant: [NH2:1][CH2:2][C:3]1[CH:8]=[CH:7][C:6]([S:9]([NH:12][C:13]2[C:22]([NH:23][C:24]3[CH:29]=[C:28]([O:30][CH3:31])[CH:27]=[C:26]([O:32][CH3:33])[C:25]=3[O:34][CH2:35][CH2:36][CH2:37][OH:38])=[N:21][C:20]3[C:15](=[CH:16][CH:17]=[CH:18][CH:19]=3)[N:14]=2)(=[O:11])=[O:10])=[CH:5][CH:4]=1.[C:39](O)(=[O:41])[CH3:40].O. Product: [OH:38][CH2:37][CH2:36][CH2:35][O:34][C:25]1[C:26]([O:32][CH3:33])=[CH:27][C:28]([O:30][CH3:31])=[CH:29][C:24]=1[NH:23][C:22]1[C:13]([NH:12][S:9]([C:6]2[CH:7]=[CH:8][C:3]([CH2:2][NH:1][C:39](=[O:41])[CH3:40])=[CH:4][CH:5]=2)(=[O:11])=[O:10])=[N:14][C:15]2[C:20]([N:21]=1)=[CH:19][CH:18]=[CH:17][CH:16]=2. The catalyst class is: 3. (2) Reactant: O.Cl.[OH:3][CH:4]1[CH2:9][CH2:8][NH:7][CH2:6][CH2:5]1.C(N(CC)CC)C.[C:17](O[C:17]([O:19][C:20]([CH3:23])([CH3:22])[CH3:21])=[O:18])([O:19][C:20]([CH3:23])([CH3:22])[CH3:21])=[O:18]. Product: [C:20]([O:19][C:17]([N:7]1[CH2:8][CH2:9][CH:4]([OH:3])[CH2:5][CH2:6]1)=[O:18])([CH3:23])([CH3:22])[CH3:21]. The catalyst class is: 1.